Task: Predict the reaction yield, written as a fraction of the theoretical maximum amount of product (1.0 means a 100% yield; for example, 0.34 means a 34% yield).. Dataset: Reaction yield outcomes from USPTO patents with 853,638 reactions (1) The reactants are CC1(C)[O:6][C@@H:5]([CH2:7][CH2:8][NH:9][C:10]([CH:12]2[CH:16]([C:17]3[CH:22]=[CH:21][CH:20]=[C:19]([Cl:23])[C:18]=3[F:24])[C:15]([C:27]3[CH:32]=[CH:31][C:30]([Cl:33])=[CH:29][C:28]=3[F:34])([C:25]#[N:26])[CH:14]([CH2:35][C:36]([CH3:40])([CH3:39])[CH:37]=[CH2:38])[NH:13]2)=[O:11])[CH2:4][O:3]1.Cl. The catalyst is O1CCCC1. The product is [OH:6][C@H:5]([CH2:4][OH:3])[CH2:7][CH2:8][NH:9][C:10]([CH:12]1[CH:16]([C:17]2[CH:22]=[CH:21][CH:20]=[C:19]([Cl:23])[C:18]=2[F:24])[C:15]([C:27]2[CH:32]=[CH:31][C:30]([Cl:33])=[CH:29][C:28]=2[F:34])([C:25]#[N:26])[CH:14]([CH2:35][C:36]([CH3:39])([CH3:40])[CH:37]=[CH2:38])[NH:13]1)=[O:11]. The yield is 0.950. (2) The reactants are [Br:1][C:2]1[CH:3]=[C:4]([CH3:11])[C:5](F)=[C:6]([CH:9]=1)[C:7]#[N:8].C(=O)([O-])[O-].[K+].[K+].[NH:18]1[CH:22]=[N:21][CH:20]=[N:19]1. The catalyst is CN(C=O)C.O. The product is [Br:1][C:2]1[CH:3]=[C:4]([CH3:11])[C:5]([N:18]2[CH:22]=[N:21][CH:20]=[N:19]2)=[C:6]([CH:9]=1)[C:7]#[N:8]. The yield is 0.490. (3) The reactants are [C:1]([O:5][C:6](=[O:11])[CH2:7][C:8](=[O:10])[CH3:9])([CH3:4])([CH3:3])[CH3:2].[CH2:12]=[O:13].C(N(CC)CC)C.[O:21]1CCOC[CH2:22]1. The catalyst is O1CCCC1. The product is [C:1]([O:5][C:6](=[O:11])[C:7]([CH2:12][OH:13])([CH2:22][OH:21])[C:8](=[O:10])[CH3:9])([CH3:4])([CH3:2])[CH3:3]. The yield is 0.400. (4) The reactants are CON(C)[C:4]([CH:6]1[CH2:10][C:9](=[O:11])[N:8]([C:12]2[CH:17]=[CH:16][CH:15]=[C:14]([C:18]([F:21])([F:20])[F:19])[CH:13]=2)[CH2:7]1)=[O:5].[CH3:23][Mg]Br. The catalyst is C1COCC1. The product is [C:4]([CH:6]1[CH2:7][N:8]([C:12]2[CH:17]=[CH:16][CH:15]=[C:14]([C:18]([F:19])([F:20])[F:21])[CH:13]=2)[C:9](=[O:11])[CH2:10]1)(=[O:5])[CH3:23]. The yield is 0.970. (5) The reactants are [F:1][CH2:2][C@@H:3]([CH3:6])[CH2:4][OH:5].[F:7][C:8]([F:21])([F:20])[S:9](O[S:9]([C:8]([F:21])([F:20])[F:7])(=[O:11])=[O:10])(=[O:11])=[O:10].CC1C=CC=C(C)N=1. The catalyst is C(Cl)Cl. The product is [F:7][C:8]([F:21])([F:20])[S:9]([O:5][CH2:4][C@H:3]([CH3:6])[CH2:2][F:1])(=[O:11])=[O:10]. The yield is 0.748. (6) The reactants are C[O:2][C:3](=[O:27])[C:4]1[CH:9]=[CH:8][C:7]([NH:10][C@@H:11]2[CH2:16][CH2:15][CH2:14][CH2:13][C@H:12]2[CH3:17])=[C:6]([NH:18][C:19](=O)[CH2:20][C:21]2[S:25][CH:24]=[N:23][CH:22]=2)[CH:5]=1.CO.[OH-].[Na+]. The catalyst is C1COCC1. The product is [CH3:17][C@@H:12]1[CH2:13][CH2:14][CH2:15][CH2:16][C@H:11]1[N:10]1[C:7]2[CH:8]=[CH:9][C:4]([C:3]([OH:2])=[O:27])=[CH:5][C:6]=2[N:18]=[C:19]1[CH2:20][C:21]1[S:25][CH:24]=[N:23][CH:22]=1. The yield is 0.950.